Dataset: Forward reaction prediction with 1.9M reactions from USPTO patents (1976-2016). Task: Predict the product of the given reaction. (1) Given the reactants [CH:1]1[CH:6]=[N:5][CH:4]=[C:3]([CH:7]2[NH:11][CH2:10][CH2:9][CH2:8]2)[CH:2]=1.C=O.[CH:14](O)=O.[OH-].[Na+], predict the reaction product. The product is: [CH3:14][N:11]1[CH:7]([C:3]2[CH:2]=[CH:1][CH:6]=[N:5][CH:4]=2)[CH2:8][CH2:9][CH2:10]1. (2) Given the reactants [C:1]([C:5]1[N:10]=[CH:9][N:8]=[C:7]([NH:11][C:12](=[O:30])[NH:13][C:14]2[CH:29]=[CH:28][C:17]([O:18][C:19]3[CH:24]=[CH:23][N:22]=[C:21]([C:25](=[S:27])[NH2:26])[CH:20]=3)=[CH:16][CH:15]=2)[CH:6]=1)([CH3:4])([CH3:3])C.N[C:32]1N=CN=[C:34](C2C=CC=CC=2)[CH:33]=1, predict the reaction product. The product is: [C:1]1([C:5]2[N:10]=[CH:9][N:8]=[C:7]([NH:11][C:12](=[O:30])[NH:13][C:14]3[CH:15]=[CH:16][C:17]([O:18][C:19]4[CH:24]=[CH:23][N:22]=[C:21]([C:25](=[S:27])[NH2:26])[CH:20]=4)=[CH:28][CH:29]=3)[CH:6]=2)[CH:3]=[CH:34][CH:33]=[CH:32][CH:4]=1. (3) Given the reactants [C:1]1([CH3:31])[CH:6]=[CH:5][C:4]([NH:7][C:8]2[C:13]([NH:14][C:15]3[CH:20]=[CH:19][C:18]([CH3:21])=[CH:17][CH:16]=3)=[CH:12][CH:11]=[CH:10][C:9]=2[C:22]2[S:26][C:25]3[CH:27]=[CH:28][CH:29]=[CH:30][C:24]=3[CH:23]=2)=[CH:3][CH:2]=1.[Br:32]C1C=CC2C(C3C=CC(C)=CC=3)=C(C3C=CC(C)=CC=3)SC=2C=1, predict the reaction product. The product is: [Br:32][C:10]1[C:9]([C:22]2[S:26][C:25]3[CH:27]=[CH:28][CH:29]=[CH:30][C:24]=3[CH:23]=2)=[C:8]([NH:7][C:4]2[CH:3]=[CH:2][C:1]([CH3:31])=[CH:6][CH:5]=2)[C:13]([NH:14][C:15]2[CH:20]=[CH:19][C:18]([CH3:21])=[CH:17][CH:16]=2)=[CH:12][CH:11]=1. (4) The product is: [Cl:20][C:21]1[CH:26]=[C:25]([Cl:27])[CH:24]=[CH:23][C:22]=1[NH:28][C:29]([O:1][CH2:2][C:3]1[CH:4]=[C:5]([CH2:9][CH:10]([O:16][CH:17]([CH3:18])[CH3:19])[C:11]([OH:13])=[O:12])[CH:6]=[CH:7][CH:8]=1)=[O:30]. Given the reactants [OH:1][CH2:2][C:3]1[CH:4]=[C:5]([CH2:9][CH:10]([O:16][CH:17]([CH3:19])[CH3:18])[C:11]([O:13]CC)=[O:12])[CH:6]=[CH:7][CH:8]=1.[Cl:20][C:21]1[CH:26]=[C:25]([Cl:27])[CH:24]=[CH:23][C:22]=1[N:28]=[C:29]=[O:30], predict the reaction product.